This data is from Reaction yield outcomes from USPTO patents with 853,638 reactions. The task is: Predict the reaction yield, written as a fraction of the theoretical maximum amount of product (1.0 means a 100% yield; for example, 0.34 means a 34% yield). (1) The reactants are [Si:1]([O:8][C:9]1[CH:14]=[CH:13][C:12]([C:15]2[N:16]=[C:17]([C:22]3[CH:27]=[CH:26][CH:25]=[CH:24][CH:23]=3)[C:18]([NH2:21])=[N:19][CH:20]=2)=[CH:11][CH:10]=1)([C:4]([CH3:7])([CH3:6])[CH3:5])([CH3:3])[CH3:2].[Si:28]([O:35][C:36]1[CH:41]=[CH:40][C:39]([CH2:42][C:43](Cl)=[O:44])=[CH:38][CH:37]=1)([C:31]([CH3:34])([CH3:33])[CH3:32])([CH3:30])[CH3:29].O. The product is [Si:28]([O:35][C:36]1[CH:37]=[CH:38][C:39]([CH2:42][C:43]([NH:21][C:18]2[C:17]([C:22]3[CH:27]=[CH:26][CH:25]=[CH:24][CH:23]=3)=[N:16][C:15]([C:12]3[CH:11]=[CH:10][C:9]([O:8][Si:1]([C:4]([CH3:7])([CH3:5])[CH3:6])([CH3:3])[CH3:2])=[CH:14][CH:13]=3)=[CH:20][N:19]=2)=[O:44])=[CH:40][CH:41]=1)([C:31]([CH3:34])([CH3:33])[CH3:32])([CH3:30])[CH3:29]. The yield is 0.754. The catalyst is CN(C)C1C=CN=CC=1.N1C=CC=CC=1. (2) The reactants are [N:1]1[C:6]2[CH2:7][CH2:8][N:9]([CH2:11][CH2:12][CH2:13][CH2:14][O:15][C:16]3[CH:25]=[C:24]4[C:19]([CH2:20][CH2:21][C:22](=[O:26])[NH:23]4)=[CH:18][CH:17]=3)[CH2:10][C:5]=2[CH:4]=[N:3][CH:2]=1.[CH2:27](N1C=C2CNCCC2=N1)C. No catalyst specified. The product is [CH2:2]([N:3]1[CH:4]=[C:5]2[CH2:10][N:9]([CH2:11][CH2:12][CH2:13][CH2:14][O:15][C:16]3[CH:25]=[C:24]4[C:19]([CH2:20][CH2:21][C:22](=[O:26])[NH:23]4)=[CH:18][CH:17]=3)[CH2:8][CH2:7][C:6]2=[N:1]1)[CH3:27]. The yield is 0.190. (3) The reactants are [Li]C(C)(C)C.[Si:6]([C:10]#[CH:11])([CH3:9])([CH3:8])[CH3:7].[C:12]([Si:16]([CH3:23])([CH3:22])[O:17][CH2:18][C@H:19]1[CH2:21][O:20]1)([CH3:15])([CH3:14])[CH3:13].B(F)(F)F. The catalyst is C1COCC1. The product is [Si:16]([O:17][CH2:18][C@H:19]([OH:20])[CH2:21][C:11]#[C:10][Si:6]([CH3:9])([CH3:8])[CH3:7])([C:12]([CH3:15])([CH3:14])[CH3:13])([CH3:23])[CH3:22]. The yield is 1.00. (4) The reactants are OC(C(F)(F)F)=O.[C:8]([C:12]1[NH:13][C:14]2[C:27]3[CH:26]=[N:25][N:24]=[C:23]([O:28]C)[C:22]=3[C:21]3[C:16](=[CH:17][CH:18]=[C:19]([F:30])[CH:20]=3)[C:15]=2[N:31]=1)([CH3:11])([CH3:10])[CH3:9].Cl.[OH-].[Na+]. The catalyst is C(O)C. The product is [C:8]([C:12]1[NH:13][C:14]2[C:27]3[CH:26]=[N:25][NH:24][C:23](=[O:28])[C:22]=3[C:21]3[C:16](=[CH:17][CH:18]=[C:19]([F:30])[CH:20]=3)[C:15]=2[N:31]=1)([CH3:11])([CH3:9])[CH3:10]. The yield is 0.870.